Regression. Given a peptide amino acid sequence and an MHC pseudo amino acid sequence, predict their binding affinity value. This is MHC class II binding data. From a dataset of Peptide-MHC class II binding affinity with 134,281 pairs from IEDB. (1) The MHC is HLA-DPA10201-DPB10101 with pseudo-sequence HLA-DPA10201-DPB10101. The peptide sequence is QFRRVKCKYPEGTKV. The binding affinity (normalized) is 0.0562. (2) The peptide sequence is KKIGDRESNSPRMYM. The MHC is DRB1_0101 with pseudo-sequence DRB1_0101. The binding affinity (normalized) is 0.372. (3) The peptide sequence is LKGSPYALRIAQGGAAFLEL. The MHC is H-2-IAb with pseudo-sequence H-2-IAb. The binding affinity (normalized) is 0.358.